From a dataset of Reaction yield outcomes from USPTO patents with 853,638 reactions. Predict the reaction yield, written as a fraction of the theoretical maximum amount of product (1.0 means a 100% yield; for example, 0.34 means a 34% yield). (1) The reactants are [C:1]1([S@@:7]([CH2:10][C:11]([O:13][CH2:14][CH3:15])=[O:12])(=[NH:9])=[O:8])[CH:6]=[CH:5][CH:4]=[CH:3][CH:2]=1.[CH3:16][C:17]1[CH:21]=[CH:20][O:19][C:18]=1[C:22]([NH:24][C:25]1[CH:26]=[C:27]([C:31]#[C:32][C:33]2[CH:34]=[N:35][CH:36]=[C:37]([CH:41]=2)[C:38](O)=[O:39])[CH:28]=[CH:29][CH:30]=1)=[O:23].Cl.CN(C)CCCN=C=NCC.Cl. The catalyst is CN(C=O)C.CN(C)C1C=CN=CC=1. The product is [CH3:16][C:17]1[CH:21]=[CH:20][O:19][C:18]=1[C:22]([NH:24][C:25]1[CH:26]=[C:27]([C:31]#[C:32][C:33]2[CH:41]=[C:37]([C:38]([N:9]=[S@:7]([CH2:10][C:11]([O:13][CH2:14][CH3:15])=[O:12])([C:1]3[CH:2]=[CH:3][CH:4]=[CH:5][CH:6]=3)=[O:8])=[O:39])[CH:36]=[N:35][CH:34]=2)[CH:28]=[CH:29][CH:30]=1)=[O:23]. The yield is 0.430. (2) The reactants are [Cl:1][C:2]1[C:7]([Cl:8])=[CH:6][N:5]=[C:4]([NH2:9])[CH:3]=1.[C:10](N1C=CC=CC1=O)(N1C=CC=CC1=O)=[S:11]. The catalyst is ClCCl. The product is [Cl:1][C:2]1[C:7]([Cl:8])=[CH:6][N:5]=[C:4]([N:9]=[C:10]=[S:11])[CH:3]=1. The yield is 0.830. (3) The reactants are [Cl:1][C:2]1[CH:7]=[C:6]([NH:8][C:9]2[CH:10]=[C:11]([CH:15]=[CH:16][CH:17]=2)C(O)=O)[C:5]([Cl:18])=[CH:4][N:3]=1.Cl.CN(C)CCCN=C=NCC.[OH:31][C:32]1C2N=NNC=2C=CC=1.Cl.[O:42]([NH2:44])[CH3:43].C(N(C(C)C)CC)(C)C. The catalyst is CN(C)C=O. The product is [Cl:1][C:2]1[CH:7]=[C:6]([NH:8][C:9]2[CH:17]=[CH:16][CH:15]=[CH:11][C:10]=2[C:32]([NH:44][O:42][CH3:43])=[O:31])[C:5]([Cl:18])=[CH:4][N:3]=1. The yield is 0.770. (4) The reactants are ClCCl.C([O:11][C:12]1[CH:13]=[C:14]([C:18]2[C:23]([CH3:24])=[C:22]([C:25]#[N:26])[C:21]([NH:27][C:28](=[O:33])[C:29]([CH3:32])([CH3:31])[CH3:30])=[C:20]([O:34]C)[C:19]=2[Br:36])[CH:15]=[CH:16][CH:17]=1)C1C=CC=CC=1.BrB(Br)Br.O. The product is [Br:36][C:19]1[C:20]([OH:34])=[C:21]([NH:27][C:28](=[O:33])[C:29]([CH3:31])([CH3:32])[CH3:30])[C:22]([C:25]#[N:26])=[C:23]([CH3:24])[C:18]=1[C:14]1[CH:15]=[CH:16][CH:17]=[C:12]([OH:11])[CH:13]=1. The yield is 0.960. The catalyst is [Cl-].[Na+].O. (5) The reactants are [NH2:1][C:2]1[C:11]2[CH:10]=[CH:9][CH:8]=[C:7](Br)[C:6]=2[N:5]=[C:4]2[CH2:13][N:14]([CH:17]([CH3:19])[CH3:18])[C:15](=[O:16])[C:3]=12.[F:20][C:21]1[CH:26]=[CH:25][CH:24]=[C:23]([O:27][CH3:28])[C:22]=1B(O)O. No catalyst specified. The product is [NH2:1][C:2]1[C:11]2[CH:10]=[CH:9][CH:8]=[C:7]([C:22]3[C:23]([O:27][CH3:28])=[CH:24][CH:25]=[CH:26][C:21]=3[F:20])[C:6]=2[N:5]=[C:4]2[CH2:13][N:14]([CH:17]([CH3:19])[CH3:18])[C:15](=[O:16])[C:3]=12. The yield is 0.435. (6) The reactants are [C:1](N)(=[O:3])[CH3:2].C=O.O.[NH:8]([CH2:13][C:14]([OH:16])=[O:15])[CH2:9][C:10]([OH:12])=[O:11].C(NCC(O)=O)(=O)C. The catalyst is COCCOC. The product is [C:1]([N:8]([CH2:13][C:14]([OH:16])=[O:15])[CH2:9][C:10]([OH:12])=[O:11])(=[O:3])[CH3:2]. The yield is 0.890.